This data is from Reaction yield outcomes from USPTO patents with 853,638 reactions. The task is: Predict the reaction yield, written as a fraction of the theoretical maximum amount of product (1.0 means a 100% yield; for example, 0.34 means a 34% yield). The reactants are [F:1][C:2]1[CH:3]=[C:4]([C:20]2[C:21]([C:26]#[N:27])=[CH:22][CH:23]=[CH:24][CH:25]=2)[CH:5]=[CH:6][C:7]=1[CH2:8][C:9]1[C:14](=[O:15])[NH:13][C:12]([CH3:16])=[N:11][C:10]=1[CH2:17][CH2:18][CH3:19].[CH3:28][C:29]1([CH3:41])[CH2:33][C:32]2[CH:34]=[C:35](B(O)O)[CH:36]=[CH:37][C:31]=2[O:30]1.N1C=CC=CC=1.C(N(CC)CC)C. The yield is 0.700. The product is [CH3:28][C:29]1([CH3:41])[CH2:33][C:32]2[CH:34]=[C:35]([N:13]3[C:14](=[O:15])[C:9]([CH2:8][C:7]4[CH:6]=[CH:5][C:4]([C:20]5[C:21]([C:26]#[N:27])=[CH:22][CH:23]=[CH:24][CH:25]=5)=[CH:3][C:2]=4[F:1])=[C:10]([CH2:17][CH2:18][CH3:19])[N:11]=[C:12]3[CH3:16])[CH:36]=[CH:37][C:31]=2[O:30]1. The catalyst is C(OCC)(=O)C.C([O-])(=O)C.[Cu+2].C([O-])(=O)C.ClCCl.